Task: Regression. Given a peptide amino acid sequence and an MHC pseudo amino acid sequence, predict their binding affinity value. This is MHC class I binding data.. Dataset: Peptide-MHC class I binding affinity with 185,985 pairs from IEDB/IMGT The peptide sequence is WIPKRNRSI. The MHC is HLA-A01:01 with pseudo-sequence HLA-A01:01. The binding affinity (normalized) is 0.0847.